From a dataset of Catalyst prediction with 721,799 reactions and 888 catalyst types from USPTO. Predict which catalyst facilitates the given reaction. (1) The catalyst class is: 3. Reactant: [CH2:1]([O:8][CH2:9][C:10]([NH:16][S:17]([C:19]([CH3:22])([CH3:21])[CH3:20])=[O:18])([CH3:15])[C:11](=[N:13][OH:14])[NH2:12])[C:2]1[CH:7]=[CH:6][CH:5]=[CH:4][CH:3]=1.C(=O)([O-])[O-].[K+].[K+].[C:29](OC(=O)C)(=O)[CH3:30]. Product: [CH2:1]([O:8][CH2:9][C:10]([NH:16][S:17]([C:19]([CH3:22])([CH3:21])[CH3:20])=[O:18])([C:11]1[N:12]=[C:29]([CH3:30])[O:14][N:13]=1)[CH3:15])[C:2]1[CH:7]=[CH:6][CH:5]=[CH:4][CH:3]=1. (2) Reactant: C[O:2][C:3]([C:5]([CH3:53])([CH3:52])[CH2:6][O:7][C:8]([N:10]1[C:19]2[C:14](=[N:15][C:16]([O:20][CH3:21])=[CH:17][CH:18]=2)[C@@H:13]([NH:22][C:23]2[N:28]=[C:27]([CH2:29][C:30]3[CH:35]=[C:34]([C:36]([F:39])([F:38])[F:37])[CH:33]=[C:32]([C:40]([F:43])([F:42])[F:41])[CH:31]=3)[C:26]([O:44][CH2:45][CH2:46][CH2:47][C:48]#[N:49])=[CH:25][N:24]=2)[CH2:12][C@H:11]1[CH2:50][CH3:51])=[O:9])=[O:4].[OH-].[Na+].C(O)(=O)CC(CC(O)=O)(C(O)=O)O. Product: [C:3]([C:5]([CH3:52])([CH3:53])[CH2:6][O:7][C:8]([N:10]1[C:19]2[C:14](=[N:15][C:16]([O:20][CH3:21])=[CH:17][CH:18]=2)[C@@H:13]([NH:22][C:23]2[N:28]=[C:27]([CH2:29][C:30]3[CH:35]=[C:34]([C:36]([F:37])([F:39])[F:38])[CH:33]=[C:32]([C:40]([F:41])([F:43])[F:42])[CH:31]=3)[C:26]([O:44][CH2:45][CH2:46][CH2:47][C:48]#[N:49])=[CH:25][N:24]=2)[CH2:12][C@H:11]1[CH2:50][CH3:51])=[O:9])([OH:4])=[O:2]. The catalyst class is: 8. (3) Reactant: Br[CH2:2][CH2:3][CH:4]=[CH2:5].[Mg].O1CCCC1.[NH2:12][C:13]1[N:18]=[C:17]([Cl:19])[C:16]([CH:20]=[O:21])=[C:15]([Cl:22])[N:14]=1. Product: [NH2:12][C:13]1[N:14]=[C:15]([Cl:22])[C:16]([CH:20]([OH:21])[CH2:5][CH2:4][CH:3]=[CH2:2])=[C:17]([Cl:19])[N:18]=1. The catalyst class is: 6. (4) Reactant: [N:1]1([CH2:7][CH2:8][O:9][C:10]2[CH:11]=[C:12]3[C:17](=[CH:18][CH:19]=2)[C:16](=[O:20])[NH:15][C:14](=[O:21])[CH2:13]3)[CH2:6][CH2:5][O:4][CH2:3][CH2:2]1.[C:22]([O:25][C:26](=O)C)(=O)C.COC(OC)OC. Product: [CH3:22][O:25][CH:26]=[C:13]1[C:12]2[C:17](=[CH:18][CH:19]=[C:10]([O:9][CH2:8][CH2:7][N:1]3[CH2:6][CH2:5][O:4][CH2:3][CH2:2]3)[CH:11]=2)[C:16](=[O:20])[NH:15][C:14]1=[O:21]. The catalyst class is: 9. (5) Reactant: Cl.[N:2]1([C:8]2[N:13]=[C:12]3[S:14][C:15]([CH2:17][CH2:18][C:19]([OH:21])=O)=[N:16][C:11]3=[CH:10][CH:9]=2)[CH2:7][CH2:6][CH2:5][CH2:4][CH2:3]1.C1N=CN(C(N2C=NC=C2)=O)C=1.[Cl:34][C:35]1[CH:36]=[C:37]([CH:42]([NH:44][CH2:45][CH2:46][CH2:47][NH2:48])[CH3:43])[CH:38]=[CH:39][C:40]=1[Cl:41].C(N(CC)CC)C. Product: [Cl:34][C:35]1[CH:36]=[C:37]([CH:42]([NH:44][CH2:45][CH2:46][CH2:47][NH:48][C:19](=[O:21])[CH2:18][CH2:17][C:15]2[S:14][C:12]3[C:11]([N:16]=2)=[CH:10][CH:9]=[C:8]([N:2]2[CH2:3][CH2:4][CH2:5][CH2:6][CH2:7]2)[N:13]=3)[CH3:43])[CH:38]=[CH:39][C:40]=1[Cl:41]. The catalyst class is: 9.